From a dataset of Peptide-MHC class I binding affinity with 185,985 pairs from IEDB/IMGT. Regression. Given a peptide amino acid sequence and an MHC pseudo amino acid sequence, predict their binding affinity value. This is MHC class I binding data. (1) The peptide sequence is ELAYYNSCM. The MHC is HLA-A02:03 with pseudo-sequence HLA-A02:03. The binding affinity (normalized) is 0.546. (2) The MHC is HLA-B51:01 with pseudo-sequence HLA-B51:01. The peptide sequence is EFFGWAEGY. The binding affinity (normalized) is 0.0847. (3) The peptide sequence is KLGGGHYGEV. The MHC is HLA-A02:01 with pseudo-sequence HLA-A02:01. The binding affinity (normalized) is 0.307. (4) The peptide sequence is RRNRKALWL. The MHC is HLA-B27:05 with pseudo-sequence HLA-B27:05. The binding affinity (normalized) is 0.644. (5) The peptide sequence is VGNVWVKF. The MHC is Mamu-B52 with pseudo-sequence Mamu-B52. The binding affinity (normalized) is 1.00. (6) The binding affinity (normalized) is 0. The MHC is HLA-B07:02 with pseudo-sequence HLA-B07:02. The peptide sequence is AVRHFPRIW. (7) The peptide sequence is IMKVVNRWL. The MHC is HLA-B08:01 with pseudo-sequence HLA-B08:01. The binding affinity (normalized) is 0.380. (8) The peptide sequence is CTDPPLLSV. The MHC is HLA-B46:01 with pseudo-sequence HLA-B46:01. The binding affinity (normalized) is 0.0847. (9) The peptide sequence is FQPQNLQFI. The MHC is H-2-Db with pseudo-sequence H-2-Db. The binding affinity (normalized) is 0.172.